Predict the reaction yield, written as a fraction of the theoretical maximum amount of product (1.0 means a 100% yield; for example, 0.34 means a 34% yield). From a dataset of Reaction yield outcomes from USPTO patents with 853,638 reactions. (1) The reactants are [CH3:1][C:2]1[NH:6][N:5]=[C:4]([C:7]([O:9][CH2:10][CH3:11])=[O:8])[CH:3]=1.Br[CH2:13][C:14]1[C:22]2[O:21][C:20]([CH2:23][CH2:24][CH3:25])=[CH:19][C:18]=2[CH:17]=[C:16]([Cl:26])[CH:15]=1.C(=O)([O-])[O-].[K+].[K+]. The catalyst is CN(C)C=O. The product is [Cl:26][C:16]1[CH:15]=[C:14]([CH2:13][N:6]2[C:2]([CH3:1])=[CH:3][C:4]([C:7]([O:9][CH2:10][CH3:11])=[O:8])=[N:5]2)[C:22]2[O:21][C:20]([CH2:23][CH2:24][CH3:25])=[CH:19][C:18]=2[CH:17]=1. The yield is 0.620. (2) The reactants are [Cl:1][C:2]1[CH:3]=[C:4](/[CH:27]=[CH:28]/[C:29]([O:31]CC)=[O:30])[CH:5]=[CH:6][C:7]=1[C:8]1[N:12]=[C:11]([C:13]2[N:14]=[C:15]3[C:20]([Cl:21])=[CH:19][C:18]([C:22]([F:25])([F:24])[F:23])=[CH:17][N:16]3[CH:26]=2)[O:10][N:9]=1.[Li+].[OH-].Cl. The catalyst is CCO. The product is [Cl:1][C:2]1[CH:3]=[C:4](/[CH:27]=[CH:28]/[C:29]([OH:31])=[O:30])[CH:5]=[CH:6][C:7]=1[C:8]1[N:12]=[C:11]([C:13]2[N:14]=[C:15]3[C:20]([Cl:21])=[CH:19][C:18]([C:22]([F:24])([F:25])[F:23])=[CH:17][N:16]3[CH:26]=2)[O:10][N:9]=1. The yield is 0.220. (3) The reactants are C1(C)C=CC(S(O)(=O)=O)=CC=1.[O:12]1[CH2:16][CH2:15][C@@H:14]([NH2:17])[CH2:13]1.[H-].[Na+].[Cl:20][CH2:21][CH2:22][N:23]=[C:24]=[O:25]. The catalyst is C1COCC1. The product is [Cl:20][CH2:21][CH2:22][NH:23][C:24]([NH:17][C@@H:14]1[CH2:15][CH2:16][O:12][CH2:13]1)=[O:25]. The yield is 0.700. (4) The reactants are [CH3:1][C:2]1[N:37]=[C:5]2[N:6]([CH2:33][C:34](=O)[CH3:35])[C:7](=[O:32])[C:8]([CH2:13][C:14]3[CH:19]=[CH:18][C:17]([C:20]4[CH:25]=[CH:24][CH:23]=[CH:22][C:21]=4[C:26]4[NH:30][C:29](=[O:31])[O:28][N:27]=4)=[CH:16][CH:15]=3)=[C:9]([CH2:10][CH2:11][CH3:12])[N:4]2[N:3]=1.Cl.[NH2:39][O:40][CH3:41].N1C=CC=CC=1.Cl. The catalyst is O.C(OCC)(=O)C. The product is [CH3:41][O:40]/[N:39]=[C:34](\[CH3:35])/[CH2:33][N:6]1[C:7](=[O:32])[C:8]([CH2:13][C:14]2[CH:19]=[CH:18][C:17]([C:20]3[CH:25]=[CH:24][CH:23]=[CH:22][C:21]=3[C:26]3[NH:30][C:29](=[O:31])[O:28][N:27]=3)=[CH:16][CH:15]=2)=[C:9]([CH2:10][CH2:11][CH3:12])[N:4]2[N:3]=[C:2]([CH3:1])[N:37]=[C:5]12. The yield is 0.340.